Dataset: Full USPTO retrosynthesis dataset with 1.9M reactions from patents (1976-2016). Task: Predict the reactants needed to synthesize the given product. (1) Given the product [CH3:39][N:32]([C:29]1[CH:28]=[CH:27][C:26]([N:5]2[CH:6]=[CH:7][C:8]([O:10][CH:11]3[CH2:16][CH2:15][N:14]([C:17]4[N:22]=[CH:21][C:20]([CH2:23][CH2:24][CH3:25])=[CH:19][N:18]=4)[CH2:13][CH2:12]3)=[CH:9][C:4]2=[O:3])=[CH:31][CH:30]=1)[C:33](=[O:38])[C:34]([CH3:37])([CH3:36])[CH3:35], predict the reactants needed to synthesize it. The reactants are: [H-].[Na+].[O:3]=[C:4]1[CH:9]=[C:8]([O:10][CH:11]2[CH2:16][CH2:15][N:14]([C:17]3[N:22]=[CH:21][C:20]([CH2:23][CH2:24][CH3:25])=[CH:19][N:18]=3)[CH2:13][CH2:12]2)[CH:7]=[CH:6][N:5]1[C:26]1[CH:31]=[CH:30][C:29]([NH:32][C:33](=[O:38])[C:34]([CH3:37])([CH3:36])[CH3:35])=[CH:28][CH:27]=1.[CH3:39]I. (2) Given the product [CH3:21][N:4]1[CH2:5][CH:6]=[C:7]([C:8]2[CH:9]=[N:10][C:11]([CH3:17])=[C:12]([N+:14]([O-:16])=[O:15])[CH:13]=2)[C:2]([CH3:18])([CH3:1])[CH2:3]1, predict the reactants needed to synthesize it. The reactants are: [CH3:1][C:2]1([CH3:18])[C:7]([C:8]2[CH:9]=[N:10][C:11]([CH3:17])=[C:12]([N+:14]([O-:16])=[O:15])[CH:13]=2)=[CH:6][CH2:5][NH:4][CH2:3]1.C=O.[C:21](O[BH-](OC(=O)C)OC(=O)C)(=O)C.[Na+]. (3) Given the product [F:26][C:21]1[CH:20]=[C:19]([C:8]2[CH2:9][CH2:10][CH2:11][C:12]3[CH:17]=[C:16]([OH:18])[CH:15]=[CH:14][C:13]=3[C:7]=2[CH2:6][CH2:5][CH2:4][CH2:3][CH2:2][N:28]([CH3:27])[CH2:29][CH2:30][CH2:31][S:32]([CH2:35][CH2:36][CH2:37][C:38]([F:44])([F:43])[C:39]([F:40])([F:41])[F:42])(=[O:33])=[O:34])[CH:24]=[CH:23][C:22]=1[OH:25], predict the reactants needed to synthesize it. The reactants are: Br[CH2:2][CH2:3][CH2:4][CH2:5][CH2:6][C:7]1[C:13]2[CH:14]=[CH:15][C:16]([OH:18])=[CH:17][C:12]=2[CH2:11][CH2:10][CH2:9][C:8]=1[C:19]1[CH:24]=[CH:23][C:22]([OH:25])=[C:21]([F:26])[CH:20]=1.[CH3:27][NH:28][CH2:29][CH2:30][CH2:31][S:32]([CH2:35][CH2:36][CH2:37][C:38]([F:44])([F:43])[C:39]([F:42])([F:41])[F:40])(=[O:34])=[O:33].